From a dataset of Catalyst prediction with 721,799 reactions and 888 catalyst types from USPTO. Predict which catalyst facilitates the given reaction. (1) Reactant: C(O[C:4]([C:6]1[C:15](=S)[C:14]2[C:9](=[C:10]([Cl:17])[CH:11]=[CH:12][CH:13]=2)[N:8]([CH2:18][C:19]2[CH:24]=[CH:23][C:22]([N:25]3[CH:29]=[CH:28][CH:27]=[N:26]3)=[CH:21][CH:20]=2)[N:7]=1)=[O:5])C.N([C@H]1[C@H](O)CCOC1)N.[NH:39]([C@@H:41]1[CH2:46][CH2:45][O:44][CH2:43][C@H:42]1[OH:47])[NH2:40].C(=O)([O-])[O-].[K+].[K+]. Product: [Cl:17][C:10]1[C:9]2[N:8]([CH2:18][C:19]3[CH:20]=[CH:21][C:22]([N:25]4[CH:29]=[CH:28][CH:27]=[N:26]4)=[CH:23][CH:24]=3)[N:7]=[C:6]3[C:4](=[O:5])[N:39]([C@@H:41]4[CH2:46][CH2:45][O:44][CH2:43][C@H:42]4[OH:47])[N:40]=[C:15]3[C:14]=2[CH:13]=[CH:12][CH:11]=1. The catalyst class is: 149. (2) Reactant: C(OC([NH:8][C@@H:9]1[C@H:14]([NH:15][C:16]2[N:21]=[C:20](Cl)[C:19]3[C:23](=[O:33])[N:24](C(OC(C)(C)C)=O)[CH2:25][C:18]=3[C:17]=2[F:34])[CH2:13][CH2:12][O:11][CH2:10]1)=O)(C)(C)C.[F:35][C:36]([F:43])([F:42])[C:37]1[N:38]=[CH:39][NH:40][CH:41]=1.C([O-])([O-])=O.[K+].[K+].[C:50]([OH:56])([C:52]([F:55])([F:54])[F:53])=[O:51]. Product: [C:50]([OH:56])([C:52]([F:55])([F:54])[F:53])=[O:51].[NH2:8][C@@H:9]1[C@H:14]([NH:15][C:16]2[N:21]=[C:20]([N:40]3[CH:41]=[C:37]([C:36]([F:43])([F:42])[F:35])[N:38]=[CH:39]3)[C:19]3[C:23](=[O:33])[NH:24][CH2:25][C:18]=3[C:17]=2[F:34])[CH2:13][CH2:12][O:11][CH2:10]1. The catalyst class is: 10.